This data is from Catalyst prediction with 721,799 reactions and 888 catalyst types from USPTO. The task is: Predict which catalyst facilitates the given reaction. (1) Reactant: Br[C:2]([CH3:13])([C:8]([O:10][CH2:11][CH3:12])=[O:9])[C:3]([O:5][CH2:6][CH3:7])=[O:4].[F-].[K+].[N+:16]([C:19]1[CH:20]=[C:21]([OH:25])[CH:22]=[CH:23][CH:24]=1)([O-:18])=[O:17]. Product: [CH3:13][C:2]([O:25][C:21]1[CH:22]=[CH:23][CH:24]=[C:19]([N+:16]([O-:18])=[O:17])[CH:20]=1)([C:8]([O:10][CH2:11][CH3:12])=[O:9])[C:3]([O:5][CH2:6][CH3:7])=[O:4]. The catalyst class is: 18. (2) Reactant: [CH2:1]1[O:3][C@H:2]1[CH2:4][OH:5].[NH:6]1[CH2:11][CH2:10][O:9][CH2:8][CH2:7]1. Product: [N:6]1([CH2:1][C@@H:2]([OH:3])[CH2:4][OH:5])[CH2:11][CH2:10][O:9][CH2:8][CH2:7]1. The catalyst class is: 8.